This data is from Forward reaction prediction with 1.9M reactions from USPTO patents (1976-2016). The task is: Predict the product of the given reaction. (1) Given the reactants C(OC([N:11]1[CH2:16][CH2:15][CH:14]([C:17]2[N:18]=[N:19][C:20]([C:39]3[CH:44]=[CH:43][CH:42]=[C:41]([C:45]([F:48])([F:47])[F:46])[CH:40]=3)=[C:21]([C:24]3[CH:29]=[CH:28][N:27]=[C:26]([NH:30][CH:31]([C:33]4[CH:38]=[CH:37][CH:36]=[CH:35][CH:34]=4)[CH3:32])[N:25]=3)[C:22]=2[CH3:23])[CH2:13][CH2:12]1)=O)C1C=CC=CC=1, predict the reaction product. The product is: [CH3:23][C:22]1[C:21]([C:24]2[CH:29]=[CH:28][N:27]=[C:26]([NH:30][CH:31]([C:33]3[CH:38]=[CH:37][CH:36]=[CH:35][CH:34]=3)[CH3:32])[N:25]=2)=[C:20]([C:39]2[CH:44]=[CH:43][CH:42]=[C:41]([C:45]([F:48])([F:46])[F:47])[CH:40]=2)[N:19]=[N:18][C:17]=1[CH:14]1[CH2:13][CH2:12][NH:11][CH2:16][CH2:15]1. (2) Given the reactants Br[C:2]1[CH:16]=[CH:15][C:5]([CH2:6][O:7][Si:8]([C:11]([CH3:14])([CH3:13])[CH3:12])([CH3:10])[CH3:9])=[C:4]([CH3:17])[CH:3]=1.[Br:18][C:19]1[CH:24]=[CH:23][C:22](I)=[C:21]([CH3:26])[CH:20]=1, predict the reaction product. The product is: [Br:18][C:19]1[CH:24]=[CH:23][C:22]([C:2]2[CH:16]=[CH:15][C:5]([CH2:6][O:7][Si:8]([C:11]([CH3:14])([CH3:13])[CH3:12])([CH3:10])[CH3:9])=[C:4]([CH3:17])[CH:3]=2)=[C:21]([CH3:26])[CH:20]=1.